Task: Binary Classification. Given two protein amino acid sequences, predict whether they physically interact or not.. Dataset: Human Reference Interactome with 51,813 positive PPI pairs across 8,248 proteins, plus equal number of experimentally-validated negative pairs Protein 1 (ENSG00000079393) has sequence MAETSLPELGGEDKATPCPSILELEELLRAGKSSCSRVDEVWPNLFIGDANSIKCAETGG*MAETSLPELGGEDKATPCPSILELEELLRAGKSSCSRVDEVWPNLFIGDAATANNRFELWKLGITHVLNAAHKGLYCQGGPDFYGSSVSYLGVPAHDLPDFDISAYFSSAADFIHRALNTPGAKVLVHCVVGVSRSATLVLAYLMLHQRLSLRQAVITVRQHRWVFPNRGFLHQLCRLDQQLRGAGQS*MAETSLPELGGEDKATPCPSILELEELLRAGKSSCSRVDEVWPNLFIGDA.... Protein 2 (ENSG00000183421) has sequence MEGDGGTPWALALLRTFDAGEFTGWEKVGSGGFGQVYKVRHVHWKTWLAIKCSPSLHVDDRERMELLEEAKKMEMAKFRYILPVYGICREPVGLVMEYMETGSLEKLLASEPLPWDLRFRIIHETAVGMNFLHCMAPPLLHLDLKPANILLDAHYHVKISDFGLAKCNGLSHSHDLSMDGLFGTIAYLPPERIREKSRLFDTKHDVYSFAIVIWGVLTQKKPFADEKNILHIMVKVVKGHRPELPPVCRARPRACSHLIRLMQRCWQGDPRVRPTFQEITSETEDLCEKPDDEVKETAHD.... Result: 0 (the proteins do not interact).